Dataset: Full USPTO retrosynthesis dataset with 1.9M reactions from patents (1976-2016). Task: Predict the reactants needed to synthesize the given product. (1) Given the product [C:30]([O:29][C:27](=[O:28])[CH2:26][N:8]([C:6]([O:5][C:1]([CH3:4])([CH3:3])[CH3:2])=[O:7])[C:9]1[CH:14]=[CH:13][CH:12]=[C:11]([CH:15]([CH2:40][C:39]2[CH:42]=[CH:43][C:36]([NH:35][CH3:34])=[CH:37][CH:38]=2)[NH:16][S:17]([C:20]2[CH:21]=[N:22][CH:23]=[CH:24][CH:25]=2)(=[O:19])=[O:18])[N:10]=1)([CH3:33])([CH3:32])[CH3:31], predict the reactants needed to synthesize it. The reactants are: [C:1]([O:5][C:6]([N:8]([CH2:26][C:27]([O:29][C:30]([CH3:33])([CH3:32])[CH3:31])=[O:28])[C:9]1[CH:14]=[CH:13][CH:12]=[C:11]([CH2:15][NH:16][S:17]([C:20]2[CH:21]=[N:22][CH:23]=[CH:24][CH:25]=2)(=[O:19])=[O:18])[N:10]=1)=[O:7])([CH3:4])([CH3:3])[CH3:2].[CH3:34][NH:35][C:36]1[CH:43]=[CH:42][C:39]([CH2:40]O)=[CH:38][CH:37]=1.C(P(CCCC)CCCC)CCC.CN(C)C(N=NC(N(C)C)=O)=O. (2) Given the product [Cl:16][C:17]1[CH:18]=[C:19]([NH:20][C:2]2[C:3]3[N:10]([CH2:11][CH2:12][O:13][CH2:14][CH3:15])[CH:9]=[CH:8][C:4]=3[N:5]=[CH:6][N:7]=2)[CH:21]=[CH:22][C:23]=1[O:24][CH2:25][C:26]1[CH:31]=[CH:30][CH:29]=[C:28]([F:32])[CH:27]=1, predict the reactants needed to synthesize it. The reactants are: Cl[C:2]1[C:3]2[N:10]([CH2:11][CH2:12][O:13][CH2:14][CH3:15])[CH:9]=[CH:8][C:4]=2[N:5]=[CH:6][N:7]=1.[Cl:16][C:17]1[CH:18]=[C:19]([CH:21]=[CH:22][C:23]=1[O:24][CH2:25][C:26]1[CH:31]=[CH:30][CH:29]=[C:28]([F:32])[CH:27]=1)[NH2:20].